From a dataset of Catalyst prediction with 721,799 reactions and 888 catalyst types from USPTO. Predict which catalyst facilitates the given reaction. Reactant: O.O.Cl[Sn]Cl.[N+:6]([C:9]1[CH:10]=[C:11]2[C:17]([C:18]([F:21])([F:20])[F:19])=[N:16][NH:15][C:12]2=[N:13][CH:14]=1)([O-])=O.C(=O)(O)[O-].[Na+]. Product: [F:21][C:18]([F:19])([F:20])[C:17]1[C:11]2[C:12](=[N:13][CH:14]=[C:9]([NH2:6])[CH:10]=2)[NH:15][N:16]=1. The catalyst class is: 13.